Dataset: Full USPTO retrosynthesis dataset with 1.9M reactions from patents (1976-2016). Task: Predict the reactants needed to synthesize the given product. (1) Given the product [CH3:1][C:2]1[C:7]([CH3:8])([CH3:9])[C:6](=[O:10])[CH:5]([CH3:18])[C:4]([CH3:11])([CH3:12])[C:3]=1[C:13]([O:15][CH3:16])=[O:14], predict the reactants needed to synthesize it. The reactants are: [CH3:1][C:2]1[C:7]([CH3:9])([CH3:8])[C:6](=[O:10])[CH2:5][C:4]([CH3:12])([CH3:11])[C:3]=1[C:13]([O:15][CH3:16])=[O:14].[Li+].[CH3:18]C([N-]C(C)C)C.[Li]CCCC.N(C(C)C)C(C)C.CI.[NH4+].[Cl-]. (2) Given the product [CH:33]([C@H:13]1[N:12]([C:4]2[N:3]=[C:2]([O:37][CH3:36])[C:7]([C:8]([F:11])([F:10])[F:9])=[CH:6][N:5]=2)[CH2:17][CH2:16][N:15]2[C:18]3[CH:24]=[C:23]([S:25]([CH3:28])(=[O:27])=[O:26])[C:22]([C:29]([O:31][CH3:32])=[O:30])=[CH:21][C:19]=3[N:20]=[C:14]12)([CH3:35])[CH3:34], predict the reactants needed to synthesize it. The reactants are: Cl[C:2]1[C:7]([C:8]([F:11])([F:10])[F:9])=[CH:6][N:5]=[C:4]([N:12]2[CH2:17][CH2:16][N:15]3[C:18]4[CH:24]=[C:23]([S:25]([CH3:28])(=[O:27])=[O:26])[C:22]([C:29]([O:31][CH3:32])=[O:30])=[CH:21][C:19]=4[N:20]=[C:14]3[C@H:13]2[CH:33]([CH3:35])[CH3:34])[N:3]=1.[C:36]([O-])(O)=[O:37].[Na+].